From a dataset of NCI-60 drug combinations with 297,098 pairs across 59 cell lines. Regression. Given two drug SMILES strings and cell line genomic features, predict the synergy score measuring deviation from expected non-interaction effect. (1) Drug 1: CC1=CC2C(CCC3(C2CCC3(C(=O)C)OC(=O)C)C)C4(C1=CC(=O)CC4)C. Drug 2: C(CC(=O)O)C(=O)CN.Cl. Cell line: MOLT-4. Synergy scores: CSS=5.65, Synergy_ZIP=-11.7, Synergy_Bliss=-16.8, Synergy_Loewe=-28.9, Synergy_HSA=-16.4. (2) Drug 1: CCCS(=O)(=O)NC1=C(C(=C(C=C1)F)C(=O)C2=CNC3=C2C=C(C=N3)C4=CC=C(C=C4)Cl)F. Drug 2: CC1=C(C(CCC1)(C)C)C=CC(=CC=CC(=CC(=O)O)C)C. Cell line: SR. Synergy scores: CSS=23.1, Synergy_ZIP=1.87, Synergy_Bliss=10.8, Synergy_Loewe=1.68, Synergy_HSA=7.06. (3) Drug 1: CC1C(C(CC(O1)OC2CC(OC(C2O)C)OC3=CC4=CC5=C(C(=O)C(C(C5)C(C(=O)C(C(C)O)O)OC)OC6CC(C(C(O6)C)O)OC7CC(C(C(O7)C)O)OC8CC(C(C(O8)C)O)(C)O)C(=C4C(=C3C)O)O)O)O. Drug 2: CC1CCC2CC(C(=CC=CC=CC(CC(C(=O)C(C(C(=CC(C(=O)CC(OC(=O)C3CCCCN3C(=O)C(=O)C1(O2)O)C(C)CC4CCC(C(C4)OC)O)C)C)O)OC)C)C)C)OC. Cell line: HS 578T. Synergy scores: CSS=71.6, Synergy_ZIP=0.976, Synergy_Bliss=0.222, Synergy_Loewe=2.75, Synergy_HSA=2.87. (4) Drug 1: CN(CC1=CN=C2C(=N1)C(=NC(=N2)N)N)C3=CC=C(C=C3)C(=O)NC(CCC(=O)O)C(=O)O. Drug 2: CCC1(C2=C(COC1=O)C(=O)N3CC4=CC5=C(C=CC(=C5CN(C)C)O)N=C4C3=C2)O.Cl. Cell line: HCT-15. Synergy scores: CSS=64.0, Synergy_ZIP=-3.44, Synergy_Bliss=4.23, Synergy_Loewe=-7.27, Synergy_HSA=1.01. (5) Drug 1: CC1=CC2C(CCC3(C2CCC3(C(=O)C)OC(=O)C)C)C4(C1=CC(=O)CC4)C. Drug 2: CCN(CC)CCNC(=O)C1=C(NC(=C1C)C=C2C3=C(C=CC(=C3)F)NC2=O)C. Cell line: NCI/ADR-RES. Synergy scores: CSS=0.369, Synergy_ZIP=0.825, Synergy_Bliss=0.348, Synergy_Loewe=-1.20, Synergy_HSA=-1.27. (6) Synergy scores: CSS=36.3, Synergy_ZIP=1.81, Synergy_Bliss=5.04, Synergy_Loewe=-5.68, Synergy_HSA=6.66. Drug 2: C(CC(=O)O)C(=O)CN.Cl. Cell line: OVCAR-4. Drug 1: C1=NC2=C(N1)C(=S)N=C(N2)N.